The task is: Predict the reaction yield, written as a fraction of the theoretical maximum amount of product (1.0 means a 100% yield; for example, 0.34 means a 34% yield).. This data is from Reaction yield outcomes from USPTO patents with 853,638 reactions. (1) The reactants are [CH:1]([N:4]1[C:8]2=[N:9][C:10]([C:19]3[CH:20]=[C:21]([OH:25])[CH:22]=[CH:23][CH:24]=3)=[CH:11][C:12]([N:13]3[CH2:18][CH2:17][O:16][CH2:15][CH2:14]3)=[C:7]2[C:6]([CH3:26])=[N:5]1)([CH3:3])[CH3:2].C([O-])([O-])=O.[K+].[K+].Cl[CH2:34][CH:35]1[CH2:37][O:36]1. The catalyst is CN(C=O)C.O. The product is [CH:1]([N:4]1[C:8]2=[N:9][C:10]([C:19]3[CH:24]=[CH:23][CH:22]=[C:21]([O:25][CH2:34][CH:35]4[CH2:37][O:36]4)[CH:20]=3)=[CH:11][C:12]([N:13]3[CH2:14][CH2:15][O:16][CH2:17][CH2:18]3)=[C:7]2[C:6]([CH3:26])=[N:5]1)([CH3:3])[CH3:2]. The yield is 0.580. (2) The reactants are [C:1]([O:5][C:6]([N:8]1[C@H:13]2[CH2:14][CH2:15][C@@H:9]1[CH2:10][CH:11]([C:16]([OH:18])=[O:17])[CH2:12]2)=[O:7])([CH3:4])([CH3:3])[CH3:2].[C:19](=O)([O-])[O-].[K+].[K+].CI. The catalyst is CN(C)C=O.C(OCC)(=O)C. The product is [C@@H:13]12[N:8]([C:6]([O:5][C:1]([CH3:4])([CH3:2])[CH3:3])=[O:7])[C@@H:9]([CH2:15][CH2:14]1)[CH2:10][CH:11]([C:16]([O:18][CH3:19])=[O:17])[CH2:12]2. The yield is 0.920. (3) The reactants are [Cl:1][C:2]1[CH:3]=[CH:4][N:5]=[C:6]2[C:11]=1[N:10]=[CH:9][C:8]([O:12]C)=[CH:7]2.B(Br)(Br)Br.ClC(Cl)C. The catalyst is ClCCl. The product is [Cl:1][C:2]1[CH:3]=[CH:4][N:5]=[C:6]2[C:11]=1[N:10]=[CH:9][C:8]([OH:12])=[CH:7]2. The yield is 0.560. (4) The product is [CH:18]1([C:16]([NH:15][C:13]2[N:14]=[C:9]3[CH:8]=[CH:7][C:6]([O:5][C:4]4[CH:3]=[C:2]([NH:1][C:30](=[O:31])[C:29]5[CH:33]=[CH:34][C:26]([C:25]([F:24])([F:35])[F:36])=[CH:27][CH:28]=5)[CH:23]=[CH:22][CH:21]=4)=[N:11][N:10]3[CH:12]=2)=[O:17])[CH2:20][CH2:19]1. The yield is 0.680. The reactants are [NH2:1][C:2]1[CH:3]=[C:4]([CH:21]=[CH:22][CH:23]=1)[O:5][C:6]1[CH:7]=[CH:8][C:9]2[N:10]([CH:12]=[C:13]([NH:15][C:16]([CH:18]3[CH2:20][CH2:19]3)=[O:17])[N:14]=2)[N:11]=1.[F:24][C:25]([F:36])([F:35])[C:26]1[CH:34]=[CH:33][C:29]([C:30](O)=[O:31])=[CH:28][CH:27]=1.Cl.CN(C)CCCN=C=NCC.ON1C2C=CC=CC=2N=N1. The catalyst is CN(C)C=O. (5) The reactants are [C:1]([C@H:5]1[CH2:10][CH2:9][C@H:8]([O:11][C:12]2[CH:13]=[C:14]3[C:19](=[CH:20][CH:21]=2)[CH:18]=[C:17]([CH:22]([N:24]2[CH2:29][CH2:28][CH:27]([C:30]([O:32]CC)=[O:31])[CH2:26][CH2:25]2)[CH3:23])[CH:16]=[CH:15]3)[CH2:7][CH2:6]1)([CH3:4])([CH3:3])[CH3:2].[OH-].[Na+]. The catalyst is CCO.O. The product is [C:1]([C@H:5]1[CH2:10][CH2:9][C@H:8]([O:11][C:12]2[CH:13]=[C:14]3[C:19](=[CH:20][CH:21]=2)[CH:18]=[C:17]([CH:22]([N:24]2[CH2:25][CH2:26][CH:27]([C:30]([OH:32])=[O:31])[CH2:28][CH2:29]2)[CH3:23])[CH:16]=[CH:15]3)[CH2:7][CH2:6]1)([CH3:2])([CH3:3])[CH3:4]. The yield is 0.500. (6) The reactants are [Cl:1][C:2]1[CH:3]=[C:4]([CH:16]=[CH:17][CH:18]=1)[CH2:5][C:6]1[O:10][N:9]=[C:8]([C:11]([O:13]CC)=O)[N:7]=1.Cl.[Cl:20][C:21]1[CH:22]=[C:23]2[C:27](=[CH:28][CH:29]=1)[NH:26][CH:25]=[C:24]2[CH2:30][CH2:31][NH2:32].CN(C(ON1N=NC2C=CC=NC1=2)=[N+](C)C)C.F[P-](F)(F)(F)(F)F.C(N(CC)C(C)C)(C)C. The catalyst is C1COCC1.[OH-].[Na+].O.CN(C=O)C. The product is [Cl:20][C:21]1[CH:22]=[C:23]2[C:27](=[CH:28][CH:29]=1)[NH:26][CH:25]=[C:24]2[CH2:30][CH2:31][NH:32][C:11]([C:8]1[N:7]=[C:6]([CH2:5][C:4]2[CH:16]=[CH:17][CH:18]=[C:2]([Cl:1])[CH:3]=2)[O:10][N:9]=1)=[O:13]. The yield is 0.210.